This data is from Forward reaction prediction with 1.9M reactions from USPTO patents (1976-2016). The task is: Predict the product of the given reaction. (1) Given the reactants [OH:1][C:2]1[CH:3]=[C:4]2[C:9](=[CH:10][CH:11]=1)[NH:8][C:7](=[O:12])[CH:6]=[CH:5]2.C([O-])([O-])=O.[Cs+].[Cs+].Cl[CH2:20][C:21]1[CH:22]=[N:23][C:24]([NH:27][C:28]2[CH:33]=[CH:32][C:31]([Cl:34])=[CH:30][CH:29]=2)=[N:25][CH:26]=1, predict the reaction product. The product is: [Cl:34][C:31]1[CH:30]=[CH:29][C:28]([NH:27][C:24]2[N:23]=[CH:22][C:21]([CH2:20][O:1][C:2]3[CH:3]=[C:4]4[C:9](=[CH:10][CH:11]=3)[NH:8][C:7](=[O:12])[CH:6]=[CH:5]4)=[CH:26][N:25]=2)=[CH:33][CH:32]=1. (2) Given the reactants Br[C:2]1[CH:24]=[CH:23][C:5]2[C:6]3[N:7]([CH:11]=[C:12]([C:14]4[N:18]([CH:19]([CH3:21])[CH3:20])[N:17]=[C:16]([CH3:22])[N:15]=4)[N:13]=3)[CH2:8][CH2:9][O:10][C:4]=2[CH:3]=1.[CH3:25][C:26]([N:33]1[CH:37]=[C:36](B2OC(C)(C)C(C)(C)O2)[CH:35]=[N:34]1)([CH3:32])[C:27]([O:29][CH2:30][CH3:31])=[O:28], predict the reaction product. The product is: [CH:19]([N:18]1[C:14]([C:12]2[N:13]=[C:6]3[C:5]4[CH:23]=[CH:24][C:2]([C:36]5[CH:35]=[N:34][N:33]([C:26]([CH3:25])([CH3:32])[C:27]([O:29][CH2:30][CH3:31])=[O:28])[CH:37]=5)=[CH:3][C:4]=4[O:10][CH2:9][CH2:8][N:7]3[CH:11]=2)=[N:15][C:16]([CH3:22])=[N:17]1)([CH3:21])[CH3:20]. (3) Given the reactants [CH2:1]([O:3][C:4]1[CH:12]=[C:11]2[C:7]([CH:8]=[N:9][NH:10]2)=[CH:6][C:5]=1[NH:13][C:14]1[C:15]2[C:22]3[CH2:23][CH2:24][CH:25]([C:27](O)=[O:28])[CH2:26][C:21]=3[S:20][C:16]=2[N:17]=[CH:18][N:19]=1)[CH3:2].[NH:30]1[CH2:35][CH2:34][C:33](=[O:36])[CH2:32][CH2:31]1, predict the reaction product. The product is: [CH2:1]([O:3][C:4]1[CH:12]=[C:11]2[C:7]([CH:8]=[N:9][NH:10]2)=[CH:6][C:5]=1[NH:13][C:14]1[C:15]2[C:22]3[CH2:23][CH2:24][CH:25]([C:27]([N:30]4[CH2:35][CH2:34][C:33](=[O:36])[CH2:32][CH2:31]4)=[O:28])[CH2:26][C:21]=3[S:20][C:16]=2[N:17]=[CH:18][N:19]=1)[CH3:2]. (4) Given the reactants [C:1]([O:5][C:6]([N:8]1[CH2:13][CH2:12][CH2:11][CH2:10][CH:9]1[C:14]([OH:16])=O)=[O:7])([CH3:4])([CH3:3])[CH3:2].Cl.[C:18]1([CH2:24][CH2:25][CH2:26][CH:27]([NH2:37])[CH2:28][CH2:29][CH2:30][C:31]2[CH:36]=[CH:35][CH:34]=[CH:33][CH:32]=2)[CH:23]=[CH:22][CH:21]=[CH:20][CH:19]=1.C(N(C(C)C)CC)(C)C.C1CN([P+](ON2N=NC3C=CC=CC2=3)(N2CCCC2)N2CCCC2)CC1.F[P-](F)(F)(F)(F)F, predict the reaction product. The product is: [C:1]([O:5][C:6]([N:8]1[CH2:13][CH2:12][CH2:11][CH2:10][CH:9]1[C:14](=[O:16])[NH:37][CH:27]([CH2:26][CH2:25][CH2:24][C:18]1[CH:19]=[CH:20][CH:21]=[CH:22][CH:23]=1)[CH2:28][CH2:29][CH2:30][C:31]1[CH:32]=[CH:33][CH:34]=[CH:35][CH:36]=1)=[O:7])([CH3:2])([CH3:3])[CH3:4]. (5) The product is: [Cl:16][C:13]1[CH:14]=[CH:15][C:6]([O:5][CH2:4][C:3]([OH:32])=[O:2])=[C:7]2[C:12]=1[N:11]=[C:10]([CH2:17][CH3:18])[C:9]([CH2:19][C:20]1[CH:21]=[CH:22][C:23]([S:26]([CH3:29])(=[O:27])=[O:28])=[CH:24][CH:25]=1)=[C:8]2[CH2:30][CH3:31]. Given the reactants C[O:2][C:3](=[O:32])[CH2:4][O:5][C:6]1[CH:15]=[CH:14][C:13]([Cl:16])=[C:12]2[C:7]=1[C:8]([CH2:30][CH3:31])=[C:9]([CH2:19][C:20]1[CH:25]=[CH:24][C:23]([S:26]([CH3:29])(=[O:28])=[O:27])=[CH:22][CH:21]=1)[C:10]([CH2:17][CH3:18])=[N:11]2.CO.[OH-].[Na+], predict the reaction product. (6) Given the reactants [CH2:1]([N:8]=[N+:9]=[N-:10])[C:2]1[CH:7]=[CH:6][CH:5]=[CH:4][CH:3]=1.[C:11]1([OH:27])[C:22]2[C:21]3[CH:23]=[CH:24][CH:25]=[CH:26][C:20]=3[CH2:19][CH2:18][C:17]#[C:16][C:15]=2[CH:14]=[CH:13][CH:12]=1, predict the reaction product. The product is: [CH2:1]([N:8]1[C:18]2=[CH:19][C:20]3[C:21]([CH2:23][CH:24]=[CH:25][CH:26]=3)=[C:22]3[CH:11]([OH:27])[CH:12]=[CH:13][CH:14]=[C:15]3[CH:16]=[C:17]2[N:10]=[N:9]1)[C:2]1[CH:7]=[CH:6][CH:5]=[CH:4][CH:3]=1. (7) Given the reactants [NH2:1][C:2]1[CH:6]=[CH:5][N:4]([C:7]2[CH:12]=[CH:11][CH:10]=[CH:9][CH:8]=2)[N:3]=1.Br[C:14]1[CH:19]=[CH:18][C:17]([C:20]([CH3:23])([CH3:22])[CH3:21])=[CH:16][CH:15]=1.CC(C)([O-])C.[Na+].C(P(C(C)(C)C)C1(C)CC1(C1C=CC=CC=1)C1C=CC=CC=1)(C)(C)C.[Cl-].[NH4+], predict the reaction product. The product is: [C:7]1([N:4]2[CH:5]=[CH:6][C:2]([NH:1][C:14]3[CH:19]=[CH:18][C:17]([C:20]([CH3:23])([CH3:22])[CH3:21])=[CH:16][CH:15]=3)=[N:3]2)[CH:12]=[CH:11][CH:10]=[CH:9][CH:8]=1.